Regression. Given two drug SMILES strings and cell line genomic features, predict the synergy score measuring deviation from expected non-interaction effect. From a dataset of NCI-60 drug combinations with 297,098 pairs across 59 cell lines. (1) Synergy scores: CSS=10.9, Synergy_ZIP=-2.47, Synergy_Bliss=2.86, Synergy_Loewe=1.11, Synergy_HSA=3.07. Drug 2: CC12CCC3C(C1CCC2O)C(CC4=C3C=CC(=C4)O)CCCCCCCCCS(=O)CCCC(C(F)(F)F)(F)F. Drug 1: CNC(=O)C1=CC=CC=C1SC2=CC3=C(C=C2)C(=NN3)C=CC4=CC=CC=N4. Cell line: SF-295. (2) Drug 2: CS(=O)(=O)C1=CC(=C(C=C1)C(=O)NC2=CC(=C(C=C2)Cl)C3=CC=CC=N3)Cl. Drug 1: CC(C1=C(C=CC(=C1Cl)F)Cl)OC2=C(N=CC(=C2)C3=CN(N=C3)C4CCNCC4)N. Synergy scores: CSS=-2.93, Synergy_ZIP=-1.51, Synergy_Bliss=-4.21, Synergy_Loewe=-6.63, Synergy_HSA=-4.97. Cell line: SK-OV-3. (3) Drug 2: CCC1(CC2CC(C3=C(CCN(C2)C1)C4=CC=CC=C4N3)(C5=C(C=C6C(=C5)C78CCN9C7C(C=CC9)(C(C(C8N6C=O)(C(=O)OC)O)OC(=O)C)CC)OC)C(=O)OC)O.OS(=O)(=O)O. Synergy scores: CSS=25.4, Synergy_ZIP=6.25, Synergy_Bliss=2.52, Synergy_Loewe=-59.3, Synergy_HSA=-4.97. Drug 1: CN(C)C1=NC(=NC(=N1)N(C)C)N(C)C. Cell line: COLO 205.